From a dataset of Forward reaction prediction with 1.9M reactions from USPTO patents (1976-2016). Predict the product of the given reaction. (1) Given the reactants [CH3:1][C:2]1[CH:3]=[C:4]([N:16]=[C:17]([NH2:33])[N:18](C(OC(C)(C)C)=O)C(OC(C)(C)C)=O)[CH:5]=[CH:6][C:7]=1[N:8]1[CH2:13][C@@H:12]2[CH2:14][C@H:9]1[CH2:10][N:11]2[CH3:15].C(O)(C(F)(F)F)=O, predict the reaction product. The product is: [CH3:1][C:2]1[CH:3]=[C:4]([NH:16][C:17]([NH2:33])=[NH:18])[CH:5]=[CH:6][C:7]=1[N:8]1[CH2:13][C@@H:12]2[CH2:14][C@H:9]1[CH2:10][N:11]2[CH3:15]. (2) Given the reactants [N:1]1([S:7]([C:10]2[CH:11]=[C:12]([C:16]3[N:24]4[C:19]([CH:20]=[N:21][C:22](O)=[N:23]4)=[CH:18][CH:17]=3)[CH:13]=[CH:14][CH:15]=2)(=[O:9])=[O:8])[CH2:6][CH2:5][O:4][CH2:3][CH2:2]1.[NH2:26][C:27]1[CH:28]=[C:29]([CH:33]2[N:38]([CH3:39])[CH2:37][CH2:36][N:35]([CH3:40])[C:34]2=[O:41])[CH:30]=[CH:31][CH:32]=1, predict the reaction product. The product is: [CH3:40][N:35]1[CH2:36][CH2:37][N:38]([CH3:39])[CH:33]([C:29]2[CH:30]=[CH:31][CH:32]=[C:27]([NH:26][C:22]3[N:21]=[CH:20][C:19]4=[CH:18][CH:17]=[C:16]([C:12]5[CH:13]=[CH:14][CH:15]=[C:10]([S:7]([N:1]6[CH2:2][CH2:3][O:4][CH2:5][CH2:6]6)(=[O:8])=[O:9])[CH:11]=5)[N:24]4[N:23]=3)[CH:28]=2)[C:34]1=[O:41]. (3) Given the reactants [Br:1][C:2]1[C:3]([N:22]([CH2:27][CH:28]2[CH2:30][O:29]2)[S:23]([CH3:26])(=[O:25])=[O:24])=[CH:4][C:5]2[O:9][C:8]([C:10]3[CH:15]=[CH:14][C:13]([F:16])=[CH:12][CH:11]=3)=[C:7]([C:17]([NH:19][CH3:20])=[O:18])[C:6]=2[CH:21]=1.[Si]([C:35]#[N:36])(C)(C)C.CCCC[N+](CCCC)(CCCC)CCCC.[F-], predict the reaction product. The product is: [Br:1][C:2]1[C:3]([N:22]([CH2:27][CH:28]([OH:29])[CH2:30][C:35]#[N:36])[S:23]([CH3:26])(=[O:25])=[O:24])=[CH:4][C:5]2[O:9][C:8]([C:10]3[CH:15]=[CH:14][C:13]([F:16])=[CH:12][CH:11]=3)=[C:7]([C:17]([NH:19][CH3:20])=[O:18])[C:6]=2[CH:21]=1. (4) Given the reactants [Cl:1][C:2]1[CH:10]=[C:9]2[C:5]([C:6]([C:11]([N:13]3[CH2:18][CH2:17][CH:16]([C:19]4[C:24]([O:25][CH3:26])=[CH:23][CH:22]=[CH:21][C:20]=4[O:27][CH3:28])[CH2:15][CH2:14]3)=[O:12])=[CH:7][NH:8]2)=[CH:4][CH:3]=1.Cl[CH2:30][CH2:31][N:32]([CH3:34])[CH3:33], predict the reaction product. The product is: [Cl:1][C:2]1[CH:10]=[C:9]2[C:5]([C:6]([C:11]([N:13]3[CH2:14][CH2:15][CH:16]([C:19]4[C:24]([O:25][CH3:26])=[CH:23][CH:22]=[CH:21][C:20]=4[O:27][CH3:28])[CH2:17][CH2:18]3)=[O:12])=[CH:7][N:8]2[CH2:30][CH2:31][N:32]([CH3:34])[CH3:33])=[CH:4][CH:3]=1. (5) Given the reactants [C:1]([O:5][C:6](=[O:29])[NH:7][C@H:8]1[CH2:13][CH2:12][CH2:11][CH2:10][C@H:9]1[NH:14][C:15]1[N:16]=[CH:17][C:18]2[C:24]([CH:25]([F:27])[F:26])=[N:23][CH:22]=[C:21](I)[C:19]=2[N:20]=1)([CH3:4])([CH3:3])[CH3:2].CC1(C)C(C)(C)OB([C:38]2[C:46]3[C:41](=[CH:42][C:43]([C:47]([F:50])([F:49])[F:48])=[CH:44][CH:45]=3)[N:40]([S:51]([C:54]3[CH:59]=[CH:58][C:57]([CH3:60])=[CH:56][CH:55]=3)(=[O:53])=[O:52])[CH:39]=2)O1.C1(P(C2CCCCC2)C2C=CC=CC=2C2C(OC)=CC=CC=2OC)CCCCC1.C(=O)([O-])[O-].[K+].[K+].COCCOC.O, predict the reaction product. The product is: [C:1]([O:5][C:6](=[O:29])[NH:7][C@H:8]1[CH2:13][CH2:12][CH2:11][CH2:10][C@H:9]1[NH:14][C:15]1[N:16]=[CH:17][C:18]2[C:24]([CH:25]([F:27])[F:26])=[N:23][CH:22]=[C:21]([C:38]3[C:46]4[C:41](=[CH:42][C:43]([C:47]([F:49])([F:48])[F:50])=[CH:44][CH:45]=4)[N:40]([S:51]([C:54]4[CH:59]=[CH:58][C:57]([CH3:60])=[CH:56][CH:55]=4)(=[O:53])=[O:52])[CH:39]=3)[C:19]=2[N:20]=1)([CH3:4])([CH3:3])[CH3:2]. (6) Given the reactants Cl[S:2]([C:5]1[CH:6]=[C:7]([C:18]([O:20][CH2:21][CH3:22])=[O:19])[N:8]([CH2:11][CH:12]2[CH2:17][CH2:16][CH2:15][CH2:14][CH2:13]2)[C:9]=1[CH3:10])(=[O:4])=[O:3].[O-]S([O-])=O.[Na+].[Na+].C([O-])([O-])=O.[Na+].[Na+].Br[CH2:36][CH:37]1[CH2:39][CH2:38]1, predict the reaction product. The product is: [CH:12]1([CH2:11][N:8]2[C:9]([CH3:10])=[C:5]([S:2]([CH2:36][CH:37]3[CH2:39][CH2:38]3)(=[O:4])=[O:3])[CH:6]=[C:7]2[C:18]([O:20][CH2:21][CH3:22])=[O:19])[CH2:17][CH2:16][CH2:15][CH2:14][CH2:13]1.